From a dataset of Full USPTO retrosynthesis dataset with 1.9M reactions from patents (1976-2016). Predict the reactants needed to synthesize the given product. (1) Given the product [CH3:18][C:19]1[O:11][C:10]([CH2:9][O:8][C:7]2[CH:14]=[CH:15][C:4]([N+:1]([O-:3])=[O:2])=[CH:5][CH:6]=2)=[N:12][N:13]=1, predict the reactants needed to synthesize it. The reactants are: [N+:1]([C:4]1[CH:15]=[CH:14][C:7]([O:8][CH2:9][C:10]([NH:12][NH2:13])=[O:11])=[CH:6][CH:5]=1)([O-:3])=[O:2].CN(C)[C:18](=O)[CH3:19].C(Cl)(=O)C. (2) Given the product [CH3:11][C:6]1[NH:7][C:8]2[C:4]([CH:5]=1)=[CH:3][C:2]([B:22]1[O:23][C:24]([CH3:26])([CH3:25])[C:20]([CH3:31])([CH3:19])[O:21]1)=[CH:10][CH:9]=2, predict the reactants needed to synthesize it. The reactants are: Br[C:2]1[CH:3]=[C:4]2[C:8](=[CH:9][CH:10]=1)[NH:7][C:6]([CH3:11])=[CH:5]2.[H-].[Na+].[Li]C(C)(C)C.[CH3:19][C:20]1([CH3:31])[C:24]([CH3:26])([CH3:25])[O:23][B:22](OC(C)C)[O:21]1. (3) The reactants are: [CH3:1][N:2]1[C:7](=[O:8])[CH:6]=[C:5]([Cl:9])[NH:4][C:3]1=[O:10].Br[CH2:12][C:13]1[CH:20]=[C:19]([F:21])[CH:18]=[CH:17][C:14]=1[C:15]#[N:16].C([O-])([O-])=O.[K+].[K+]. Given the product [Cl:9][C:5]1[N:4]([CH2:12][C:13]2[CH:20]=[C:19]([F:21])[CH:18]=[CH:17][C:14]=2[C:15]#[N:16])[C:3](=[O:10])[N:2]([CH3:1])[C:7](=[O:8])[CH:6]=1, predict the reactants needed to synthesize it. (4) Given the product [Cl:1][C:2]1[C:3]2[O:12][CH2:11][CH:7]3[CH2:8][CH2:9][CH2:10][N:6]3[CH2:5][C:4]=2[CH:13]=[CH:14][CH:15]=1, predict the reactants needed to synthesize it. The reactants are: [Cl:1][C:2]1[C:3](F)=[C:4]([CH:13]=[CH:14][CH:15]=1)[CH2:5][N:6]1[CH2:10][CH2:9][CH2:8][CH:7]1[CH2:11][OH:12].[H-].[Na+].CO. (5) Given the product [CH2:41]([O:43][C:44](=[O:50])[CH2:45][CH2:46][NH:47][C:48]([N:27]1[C:17]2[N:18]=[C:19]([N:21]3[CH2:26][CH2:25][O:24][CH2:23][CH2:22]3)[N:20]=[C:15]([C:12]3[CH:11]=[N:10][C:9]([N:8]([CH2:7][C:6]4[CH:5]=[CH:4][C:3]([O:2][CH3:1])=[CH:40][CH:39]=4)[CH2:30][C:31]4[CH:32]=[CH:33][C:34]([O:37][CH3:38])=[CH:35][CH:36]=4)=[N:14][CH:13]=3)[C:16]=2[CH2:29][CH2:28]1)=[O:49])[CH3:42], predict the reactants needed to synthesize it. The reactants are: [CH3:1][O:2][C:3]1[CH:40]=[CH:39][C:6]([CH2:7][N:8]([CH2:30][C:31]2[CH:36]=[CH:35][C:34]([O:37][CH3:38])=[CH:33][CH:32]=2)[C:9]2[N:14]=[CH:13][C:12]([C:15]3[C:16]4[CH2:29][CH2:28][NH:27][C:17]=4[N:18]=[C:19]([N:21]4[CH2:26][CH2:25][O:24][CH2:23][CH2:22]4)[N:20]=3)=[CH:11][N:10]=2)=[CH:5][CH:4]=1.[CH2:41]([O:43][C:44](=[O:50])[CH2:45][CH2:46][N:47]=[C:48]=[O:49])[CH3:42].